This data is from Peptide-MHC class II binding affinity with 134,281 pairs from IEDB. The task is: Regression. Given a peptide amino acid sequence and an MHC pseudo amino acid sequence, predict their binding affinity value. This is MHC class II binding data. (1) The peptide sequence is LLEFAVVLELAILSI. The MHC is DRB1_0301 with pseudo-sequence DRB1_0301. The binding affinity (normalized) is 0. (2) The peptide sequence is FNFSQDDLLTEDVMI. The MHC is DRB4_0101 with pseudo-sequence DRB4_0103. The binding affinity (normalized) is 0.293. (3) The peptide sequence is PSEPWNTGHDWILAD. The MHC is DRB1_0901 with pseudo-sequence DRB1_0901. The binding affinity (normalized) is 0.477. (4) The peptide sequence is EKMFVSPTPGQRNPY. The MHC is DRB5_0101 with pseudo-sequence DRB5_0101. The binding affinity (normalized) is 0.938. (5) The peptide sequence is DDVLAILPIEDLKAL. The MHC is DRB5_0101 with pseudo-sequence DRB5_0101. The binding affinity (normalized) is 0.557. (6) The peptide sequence is TIKQKKPDFILATDI. The MHC is DRB1_0701 with pseudo-sequence DRB1_0701. The binding affinity (normalized) is 0.385. (7) The peptide sequence is AAVPAVGAAAGAPAA. The MHC is DRB1_0901 with pseudo-sequence DRB1_0901. The binding affinity (normalized) is 0.442. (8) The peptide sequence is IGSRGRRSCRAARRP. The MHC is DRB1_0301 with pseudo-sequence DRB1_0301. The binding affinity (normalized) is 0.444.